This data is from NCI-60 drug combinations with 297,098 pairs across 59 cell lines. The task is: Regression. Given two drug SMILES strings and cell line genomic features, predict the synergy score measuring deviation from expected non-interaction effect. (1) Drug 1: C#CCC(CC1=CN=C2C(=N1)C(=NC(=N2)N)N)C3=CC=C(C=C3)C(=O)NC(CCC(=O)O)C(=O)O. Drug 2: N.N.Cl[Pt+2]Cl. Cell line: COLO 205. Synergy scores: CSS=5.98, Synergy_ZIP=-5.87, Synergy_Bliss=0.290, Synergy_Loewe=-0.0370, Synergy_HSA=-1.49. (2) Cell line: OVCAR-4. Drug 2: C(CN)CNCCSP(=O)(O)O. Drug 1: CN1C2=C(C=C(C=C2)N(CCCl)CCCl)N=C1CCCC(=O)O.Cl. Synergy scores: CSS=0.323, Synergy_ZIP=-0.663, Synergy_Bliss=-0.976, Synergy_Loewe=-2.53, Synergy_HSA=-1.64. (3) Drug 1: CCCCC(=O)OCC(=O)C1(CC(C2=C(C1)C(=C3C(=C2O)C(=O)C4=C(C3=O)C=CC=C4OC)O)OC5CC(C(C(O5)C)O)NC(=O)C(F)(F)F)O. Drug 2: C1CCC(C(C1)N)N.C(=O)(C(=O)[O-])[O-].[Pt+4]. Cell line: TK-10. Synergy scores: CSS=27.0, Synergy_ZIP=-12.9, Synergy_Bliss=-13.1, Synergy_Loewe=-11.4, Synergy_HSA=-7.91.